This data is from Catalyst prediction with 721,799 reactions and 888 catalyst types from USPTO. The task is: Predict which catalyst facilitates the given reaction. (1) The catalyst class is: 1. Reactant: [NH:1]1[CH2:9][CH2:8][CH2:7][CH:3]([C:4]([NH2:6])=[O:5])[CH2:2]1.[C:10](O[C:10]([O:12][C:13]([CH3:16])([CH3:15])[CH3:14])=[O:11])([O:12][C:13]([CH3:16])([CH3:15])[CH3:14])=[O:11]. Product: [C:13]([O:12][C:10]([N:1]1[CH2:9][CH2:8][CH2:7][C@@H:3]([C:4]([NH2:6])=[O:5])[CH2:2]1)=[O:11])([CH3:16])([CH3:15])[CH3:14]. (2) Reactant: [CH2:1]([O:8][C:9]1[CH:10]=[C:11]2[C:16](=[CH:17][CH:18]=1)[C:15](=[O:19])[N:14]([CH2:20][CH:21]([CH3:23])[CH3:22])[C:13]([C:24]([O:26][CH3:27])=[O:25])=[C:12]2OS(C(F)(F)F)(=O)=O)[C:2]1[CH:7]=[CH:6][CH:5]=[CH:4][CH:3]=1.[S:36]1[CH:40]=[CH:39][CH:38]=[C:37]1B(O)O.C(=O)([O-])[O-].[Na+].[Na+].C1(C)C=CC=CC=1. Product: [CH2:1]([O:8][C:9]1[CH:10]=[C:11]2[C:16](=[CH:17][CH:18]=1)[C:15](=[O:19])[N:14]([CH2:20][CH:21]([CH3:23])[CH3:22])[C:13]([C:24]([O:26][CH3:27])=[O:25])=[C:12]2[C:37]1[S:36][CH:40]=[CH:39][CH:38]=1)[C:2]1[CH:3]=[CH:4][CH:5]=[CH:6][CH:7]=1. The catalyst class is: 72. (3) Reactant: [CH:1]1([NH:6][C:7]2[N:12]=[C:11]([C:13]3[C:14]([C:28]4[CH:33]=[CH:32][C:31]([O:34][CH3:35])=[CH:30][CH:29]=4)=[N:15][N:16]4[C:21]([NH:22][CH2:23][CH2:24][CH2:25][CH2:26][NH2:27])=[CH:20][CH:19]=[CH:18][C:17]=34)[CH:10]=[CH:9][N:8]=2)[CH2:5][CH2:4][CH2:3][CH2:2]1.C(N(CC)CC)C.[CH3:43][S:44](Cl)(=[O:46])=[O:45].C(=O)(O)[O-].[Na+]. Product: [CH:1]1([NH:6][C:7]2[N:12]=[C:11]([C:13]3[C:14]([C:28]4[CH:29]=[CH:30][C:31]([O:34][CH3:35])=[CH:32][CH:33]=4)=[N:15][N:16]4[C:21]([NH:22][CH2:23][CH2:24][CH2:25][CH2:26][NH:27][S:44]([CH3:43])(=[O:46])=[O:45])=[CH:20][CH:19]=[CH:18][C:17]=34)[CH:10]=[CH:9][N:8]=2)[CH2:2][CH2:3][CH2:4][CH2:5]1. The catalyst class is: 4. (4) The catalyst class is: 342. Product: [Br:23][C:10]1[CH:11]=[C:6]([O:5][CH2:4][C:3]2[C:13]([F:17])=[CH:14][CH:15]=[CH:16][C:2]=2[F:1])[C:7]([NH2:12])=[N:8][CH:9]=1. Reactant: [F:1][C:2]1[CH:16]=[CH:15][CH:14]=[C:13]([F:17])[C:3]=1[CH2:4][O:5][C:6]1[C:7]([NH2:12])=[N:8][CH:9]=[CH:10][CH:11]=1.S(=O)(=O)(O)O.[Br:23]Br. (5) Reactant: [F:1][C:2]1[CH:7]=[CH:6][C:5]([N:8]2[CH:11]([C:12]3[CH:17]=[CH:16][C:15]([O:18][CH2:19][CH2:20][CH2:21][CH2:22][CH2:23][CH2:24][CH2:25][CH2:26]I)=[CH:14][CH:13]=3)[CH:10]([CH2:28][CH2:29][CH:30]([C:32]3[CH:37]=[CH:36][C:35]([F:38])=[CH:34][CH:33]=3)[OH:31])[C:9]2=[O:39])=[CH:4][CH:3]=1.[CH3:40][NH:41][CH2:42][CH:43]([OH:52])[CH:44]([OH:51])[CH:45]([OH:50])[CH:46]([OH:49])[CH2:47][OH:48]. Product: [F:1][C:2]1[CH:7]=[CH:6][C:5]([N:8]2[CH:11]([C:12]3[CH:17]=[CH:16][C:15]([O:18][CH2:19][CH2:20][CH2:21][CH2:22][CH2:23][CH2:24][CH2:25][CH2:26][N:41]([CH3:40])[CH2:42][CH:43]([OH:52])[CH:44]([OH:51])[CH:45]([OH:50])[CH:46]([OH:49])[CH2:47][OH:48])=[CH:14][CH:13]=3)[CH:10]([CH2:28][CH2:29][CH:30]([C:32]3[CH:37]=[CH:36][C:35]([F:38])=[CH:34][CH:33]=3)[OH:31])[C:9]2=[O:39])=[CH:4][CH:3]=1. The catalyst class is: 9.